From a dataset of Full USPTO retrosynthesis dataset with 1.9M reactions from patents (1976-2016). Predict the reactants needed to synthesize the given product. (1) Given the product [CH3:1][N:2]1[C:6]([NH:7][C:8]([O:10][C@@H:11]([C:13]2[CH:14]=[CH:15][CH:16]=[CH:17][CH:18]=2)[CH3:12])=[O:9])=[C:5]([C:19]2[CH:24]=[CH:23][C:22]([C:25]3[CH:26]=[CH:27][C:28]([CH2:31][C:32]([OH:34])=[O:33])=[CH:29][CH:30]=3)=[CH:21][CH:20]=2)[CH:4]=[N:3]1, predict the reactants needed to synthesize it. The reactants are: [CH3:1][N:2]1[C:6]([NH:7][C:8]([O:10][C@@H:11]([C:13]2[CH:18]=[CH:17][CH:16]=[CH:15][CH:14]=2)[CH3:12])=[O:9])=[C:5]([C:19]2[CH:24]=[CH:23][C:22]([C:25]3[CH:30]=[CH:29][C:28]([CH2:31][C:32]([O:34]CC)=[O:33])=[CH:27][CH:26]=3)=[CH:21][CH:20]=2)[CH:4]=[N:3]1.[OH-].[Li+].CO. (2) Given the product [O:34]1[CH:33]=[CH:25][CH:36]=[C:35]1[CH2:43][N:1]1[C:9]2[C:4](=[CH:5][CH:6]=[CH:7][CH:8]=2)[C:3]2([C:13]3=[CH:14][C:15]4[O:19][CH2:18][O:17][C:16]=4[CH:20]=[C:12]3[O:11][CH2:10]2)[C:2]1=[O:21], predict the reactants needed to synthesize it. The reactants are: [NH:1]1[C:9]2[C:4](=[CH:5][CH:6]=[CH:7][CH:8]=2)[C:3]2([C:13]3=[CH:14][C:15]4[O:19][CH2:18][O:17][C:16]=4[CH:20]=[C:12]3[O:11][CH2:10]2)[C:2]1=[O:21].BrC1C=CC=C2C=1[C:25]1([C:36]3=CC4OCOC=4[CH:43]=[C:35]3[O:34][CH2:33]1)C(=O)N2.ClCC1OC=CC=1.BrCC1OC(C(F)(F)F)=CC=1. (3) Given the product [Cl:23][C:24]1[CH:29]=[CH:28][CH:27]=[CH:26][C:25]=1[NH:30][C:31]([NH:21][C:16]1[CH:17]=[CH:18][C:19]([Cl:20])=[C:14]([S:11]([NH:10][CH:5]2[CH2:6][CH2:7][CH2:8][CH2:9]2)(=[O:13])=[O:12])[C:15]=1[OH:22])=[O:32], predict the reactants needed to synthesize it. The reactants are: NC(N)=O.[CH:5]1([NH:10][S:11]([C:14]2[C:19]([Cl:20])=[CH:18][CH:17]=[C:16]([NH2:21])[C:15]=2[OH:22])(=[O:13])=[O:12])[CH2:9][CH2:8][CH2:7][CH2:6]1.[Cl:23][C:24]1[CH:29]=[CH:28][CH:27]=[CH:26][C:25]=1[N:30]=[C:31]=[O:32]. (4) Given the product [F:1][C:2]1[CH:7]=[C:6]([N+:8]([O-:10])=[O:9])[CH:5]=[CH:4][C:3]=1[N:11]1[CH:22]=[C:19]([C:17]2[CH:18]=[CH:13][CH:14]=[CH:15][N:16]=2)[CH:20]=[N:12]1, predict the reactants needed to synthesize it. The reactants are: [F:1][C:2]1[CH:7]=[C:6]([N+:8]([O-:10])=[O:9])[CH:5]=[CH:4][C:3]=1[NH:11][NH2:12].[CH:13]1[CH:18]=[C:17]([CH:19]([CH:22]=O)[CH:20]=O)[N:16]=[CH:15][CH:14]=1.C1(C)C=CC(S(O)(=O)=O)=CC=1. (5) Given the product [CH3:3][N:4]([C:5]1[CH:6]=[N:7][N:8]([C:10]2[CH:11]=[N:12][CH:13]=[CH:14][CH:15]=2)[CH:9]=1)[C:25](=[O:26])[CH:24]([CH3:23])[CH2:28][S:29][CH3:30], predict the reactants needed to synthesize it. The reactants are: Cl.Cl.[CH3:3][NH:4][C:5]1[CH:6]=[N:7][N:8]([C:10]2[CH:11]=[N:12][CH:13]=[CH:14][CH:15]=2)[CH:9]=1.C(N(CC)CC)C.[CH3:23][CH:24]([CH2:28][S:29][CH3:30])[C:25](O)=[O:26].Cl.C(N=C=NCCCN(C)C)C.